From a dataset of Forward reaction prediction with 1.9M reactions from USPTO patents (1976-2016). Predict the product of the given reaction. (1) Given the reactants [N+:1]([C:4]1[S:8][C:7]([C:9]2[C:10]([CH3:24])=[N:11][N:12]3[C:17]([CH:18]([CH2:21][CH3:22])[CH2:19][CH3:20])=[CH:16][C:15]([CH3:23])=[N:14][C:13]=23)=[C:6]([CH3:25])[CH:5]=1)([O-])=O.[C:26](Cl)(=[O:28])[CH3:27].ClCCl, predict the reaction product. The product is: [CH2:19]([CH:18]([C:17]1[N:12]2[N:11]=[C:10]([CH3:24])[C:9]([C:7]3[S:8][C:4]([NH:1][C:26](=[O:28])[CH3:27])=[CH:5][C:6]=3[CH3:25])=[C:13]2[N:14]=[C:15]([CH3:23])[CH:16]=1)[CH2:21][CH3:22])[CH3:20]. (2) Given the reactants [F:1][CH:2]([F:42])[C:3]1[CH:12]=[C:11]2[C:6]([CH2:7][CH2:8][CH2:9][N:10]2[C:13]2[C:17]3[CH2:18][N:19]([C:22](OC(C)(C)C)=[O:23])[CH2:20][CH2:21][C:16]=3[N:15]([CH:29]3[CH2:35][CH2:34][CH2:33][O:32][CH2:31][CH2:30]3)[N:14]=2)=[CH:5][C:4]=1[C:36]1[CH:37]=[N:38][N:39]([CH3:41])[CH:40]=1.FC(F)(F)C(O)=O.[CH2:50]([N:52](CC)CC)C.[CH3:57][NH:58][C:59]([N:61]1[CH:65]=[CH:64]N=[CH:62]1)=[O:60], predict the reaction product. The product is: [F:42][CH:2]([F:1])[C:3]1[CH:12]=[C:11]2[C:6]([CH2:7][CH2:8][CH2:9][N:10]2[C:13]2[C:17]3[CH2:18][N:19]([C:22]([NH:52][CH3:50])=[O:23])[CH2:20][CH2:21][C:16]=3[N:15]([C@H:29]3[CH2:35][CH2:34][CH2:33][O:32][CH2:31][CH2:30]3)[N:14]=2)=[CH:5][C:4]=1[C:36]1[CH:37]=[N:38][N:39]([CH3:41])[CH:40]=1.[F:42][CH:2]([F:1])[C:3]1[CH:12]=[C:11]2[C:6]([CH2:7][CH2:8][CH2:9][N:10]2[C:13]2[C:64]3[CH2:65][N:61]([C:59]([NH:58][CH3:57])=[O:60])[CH2:62][CH2:17][C:16]=3[N:15]([C@@H:29]3[CH2:35][CH2:34][CH2:33][O:32][CH2:31][CH2:30]3)[N:14]=2)=[CH:5][C:4]=1[C:36]1[CH:37]=[N:38][N:39]([CH3:41])[CH:40]=1. (3) Given the reactants [CH3:1][C:2]1[N:6]([CH2:7][C:8]2[CH:13]=[CH:12][C:11]([N+:14]([O-])=O)=[CH:10][CH:9]=2)[CH:5]=[N:4][CH:3]=1, predict the reaction product. The product is: [NH2:14][C:11]1[CH:12]=[CH:13][C:8]([CH2:7][N:6]2[C:2]([CH3:1])=[CH:3][N:4]=[CH:5]2)=[CH:9][CH:10]=1. (4) Given the reactants [N:1]1[CH:6]=[CH:5][CH:4]=[C:3]([C:7]2[CH:11]=[C:10]([C:12]([F:15])([F:14])[F:13])[N:9]([C:16]3[N:21]=[N:20][C:19]([NH2:22])=[CH:18][CH:17]=3)[N:8]=2)[CH:2]=1.C(N(CC)C(C)C)(C)C.[Cl:32][C:33]1[CH:38]=[C:37]([C:39](Cl)=[O:40])[CH:36]=[CH:35][N:34]=1.C(=O)(O)[O-].[Na+], predict the reaction product. The product is: [N:1]1[CH:6]=[CH:5][CH:4]=[C:3]([C:7]2[CH:11]=[C:10]([C:12]([F:15])([F:13])[F:14])[N:9]([C:16]3[N:21]=[N:20][C:19]([NH2:22])=[CH:18][CH:17]=3)[N:8]=2)[CH:2]=1.[Cl:32][C:33]1[CH:38]=[C:37]([CH:36]=[CH:35][N:34]=1)[C:39]([NH:22][C:19]1[N:20]=[N:21][C:16]([N:9]2[C:10]([C:12]([F:15])([F:13])[F:14])=[CH:11][C:7]([C:3]3[CH:2]=[N:1][CH:6]=[CH:5][CH:4]=3)=[N:8]2)=[CH:17][CH:18]=1)=[O:40].